Dataset: NCI-60 drug combinations with 297,098 pairs across 59 cell lines. Task: Regression. Given two drug SMILES strings and cell line genomic features, predict the synergy score measuring deviation from expected non-interaction effect. (1) Drug 1: C1=C(C(=O)NC(=O)N1)F. Drug 2: CC1C(C(CC(O1)OC2CC(CC3=C2C(=C4C(=C3O)C(=O)C5=C(C4=O)C(=CC=C5)OC)O)(C(=O)CO)O)N)O.Cl. Cell line: SK-MEL-5. Synergy scores: CSS=62.4, Synergy_ZIP=-4.74, Synergy_Bliss=-6.60, Synergy_Loewe=-5.43, Synergy_HSA=-3.24. (2) Drug 1: CS(=O)(=O)CCNCC1=CC=C(O1)C2=CC3=C(C=C2)N=CN=C3NC4=CC(=C(C=C4)OCC5=CC(=CC=C5)F)Cl. Drug 2: C(=O)(N)NO. Cell line: NCIH23. Synergy scores: CSS=1.31, Synergy_ZIP=-1.04, Synergy_Bliss=-3.11, Synergy_Loewe=-2.76, Synergy_HSA=-4.10.